From a dataset of Forward reaction prediction with 1.9M reactions from USPTO patents (1976-2016). Predict the product of the given reaction. (1) The product is: [CH:17]1[C:12]2[CH2:10][C:4]3[C:3](=[CH:2][CH:1]=[C:6]([C:7]([OH:9])=[O:8])[CH:5]=3)[C:13]=2[CH:14]=[CH:15][C:16]=1[C:18]([OH:20])=[O:19]. Given the reactants [CH:1]1[C:6]([C:7]([OH:9])=[O:8])=[CH:5][C:4]2[C:10]([C:12]3[CH:17]=[C:16]([C:18]([OH:20])=[O:19])[CH:15]=[CH:14][C:13]=3[C:3]=2[CH:2]=1)=O.[OH-].[Na+].O.NN.Cl, predict the reaction product. (2) Given the reactants [CH3:1][O:2][C:3]1[CH:8]=[CH:7][C:6]([C:9]2[C:13]3[CH:14]=[C:15]([C:18]([NH:20][NH2:21])=[O:19])[CH:16]=[CH:17][C:12]=3[O:11][CH:10]=2)=[CH:5][CH:4]=1.C(N(CC)CC)C.[C:29](Cl)(=[O:31])[CH3:30], predict the reaction product. The product is: [C:29]([NH:21][NH:20][C:18]([C:15]1[CH:16]=[CH:17][C:12]2[O:11][CH:10]=[C:9]([C:6]3[CH:7]=[CH:8][C:3]([O:2][CH3:1])=[CH:4][CH:5]=3)[C:13]=2[CH:14]=1)=[O:19])(=[O:31])[CH3:30]. (3) Given the reactants [Cl-].O[NH3+:3].[C:4](=[O:7])([O-])[OH:5].[Na+].CS(C)=O.[CH:13]([O:17][C:18]1[CH:23]=[CH:22][C:21]([N:24]2[C:29](=[O:30])[C:28]([CH2:31][C:32]3[CH:37]=[CH:36][C:35]([C:38]4[C:39]([C:44]#[N:45])=[CH:40][CH:41]=[CH:42][CH:43]=4)=[CH:34][CH:33]=3)=[C:27]([CH2:46][CH2:47][CH3:48])[N:26]=[C:25]2[CH3:49])=[CH:20][CH:19]=1)([CH2:15][CH3:16])[CH3:14], predict the reaction product. The product is: [CH:13]([O:17][C:18]1[CH:19]=[CH:20][C:21]([N:24]2[C:29](=[O:30])[C:28]([CH2:31][C:32]3[CH:33]=[CH:34][C:35]([C:38]4[CH:43]=[CH:42][CH:41]=[CH:40][C:39]=4[C:44]4[NH:3][C:4](=[O:7])[O:5][N:45]=4)=[CH:36][CH:37]=3)=[C:27]([CH2:46][CH2:47][CH3:48])[N:26]=[C:25]2[CH3:49])=[CH:22][CH:23]=1)([CH2:15][CH3:16])[CH3:14]. (4) Given the reactants [CH3:1][N:2]1[CH2:7][CH2:6][N:5]([C:8]([NH:10][C:11]2[CH:16]=[C:15]([O:17][C:18]3[CH:19]=[N:20][C:21]([N+:24]([O-])=O)=[CH:22][CH:23]=3)[CH:14]=[CH:13][N:12]=2)=[O:9])[CH2:4][CH2:3]1, predict the reaction product. The product is: [NH2:24][C:21]1[N:20]=[CH:19][C:18]([O:17][C:15]2[CH:14]=[CH:13][N:12]=[C:11]([NH:10][C:8]([N:5]3[CH2:4][CH2:3][N:2]([CH3:1])[CH2:7][CH2:6]3)=[O:9])[CH:16]=2)=[CH:23][CH:22]=1. (5) Given the reactants Cl[C:2]1[C:3]([NH2:9])=[N:4][CH:5]=[N:6][C:7]=1Cl.[NH2:10][C@@H:11]1[CH2:15][CH2:14][N:13]([C:16]([O:18]C(C)(C)C)=O)[CH2:12]1.[O:23]([C:30]1[CH:35]=[CH:34][C:33](B(O)O)=[CH:32][CH:31]=1)[C:24]1[CH:29]=[CH:28][CH:27]=[CH:26][CH:25]=1.[CH3:39][N:40]([CH3:47])[CH2:41]/[CH:42]=[CH:43]/C(O)=O, predict the reaction product. The product is: [NH2:9][C:3]1[N:4]=[CH:5][N:6]=[C:7]([NH:10][C@@H:11]2[CH2:15][CH2:14][N:13]([C:16](=[O:18])/[CH:43]=[CH:42]/[CH2:41][N:40]([CH3:47])[CH3:39])[CH2:12]2)[C:2]=1[C:27]1[CH:28]=[CH:29][C:24]([O:23][C:30]2[CH:35]=[CH:34][CH:33]=[CH:32][CH:31]=2)=[CH:25][CH:26]=1. (6) The product is: [N:14]1([C:2]2[CH:9]=[CH:8][C:5]([C:6]#[N:7])=[CH:4][C:3]=2[C:10]([F:13])([F:12])[F:11])[CH:18]=[CH:17][N:16]=[CH:15]1. Given the reactants Cl[C:2]1[CH:9]=[CH:8][C:5]([C:6]#[N:7])=[CH:4][C:3]=1[C:10]([F:13])([F:12])[F:11].[NH:14]1[CH:18]=[CH:17][N:16]=[CH:15]1, predict the reaction product.